Predict the product of the given reaction. From a dataset of Forward reaction prediction with 1.9M reactions from USPTO patents (1976-2016). Given the reactants [Cl:1][C:2]1[CH:3]=[C:4]2[C@@:10]3([CH2:14][CH2:13][NH:12][C@@H:11]3[C:15]3[CH:20]=[CH:19][CH:18]=[CH:17][CH:16]=3)[CH2:9][NH:8][C:5]2=[CH:6][CH:7]=1.CCN(CC)CC.[CH3:28][C:29]([O:32][C:33](O[C:33]([O:32][C:29]([CH3:31])([CH3:30])[CH3:28])=[O:34])=[O:34])([CH3:31])[CH3:30], predict the reaction product. The product is: [Cl:1][C:2]1[CH:3]=[C:4]2[C@@:10]3([CH2:14][CH2:13][N:12]([C:33]([O:32][C:29]([CH3:31])([CH3:30])[CH3:28])=[O:34])[C@@H:11]3[C:15]3[CH:16]=[CH:17][CH:18]=[CH:19][CH:20]=3)[CH2:9][NH:8][C:5]2=[CH:6][CH:7]=1.